This data is from Catalyst prediction with 721,799 reactions and 888 catalyst types from USPTO. The task is: Predict which catalyst facilitates the given reaction. Reactant: [CH3:1][CH:2]1[CH2:7][CH2:6][N:5]([C:8](=[O:19])[CH:9]([NH2:18])[CH2:10][CH2:11][C:12]2[CH:17]=[CH:16][CH:15]=[CH:14][CH:13]=2)[CH2:4][CH2:3]1.[Cl:20][C:21]1[CH:26]=[CH:25][CH:24]=[C:23]([CH3:27])[C:22]=1[S:28](Cl)(=[O:30])=[O:29].CCN(CC)CC.C(=O)([O-])[O-].C(O)C(N)(CO)CO. Product: [Cl:20][C:21]1[CH:26]=[CH:25][CH:24]=[C:23]([CH3:27])[C:22]=1[S:28]([NH:18][CH:9]([C:8]([N:5]1[CH2:6][CH2:7][CH:2]([CH3:1])[CH2:3][CH2:4]1)=[O:19])[CH2:10][CH2:11][C:12]1[CH:13]=[CH:14][CH:15]=[CH:16][CH:17]=1)(=[O:29])=[O:30]. The catalyst class is: 26.